Dataset: Peptide-MHC class I binding affinity with 185,985 pairs from IEDB/IMGT. Task: Regression. Given a peptide amino acid sequence and an MHC pseudo amino acid sequence, predict their binding affinity value. This is MHC class I binding data. (1) The MHC is HLA-B58:01 with pseudo-sequence HLA-B58:01. The binding affinity (normalized) is 0.0847. The peptide sequence is TFDVAPSRL. (2) The peptide sequence is GQGGSPTAM. The MHC is HLA-B53:01 with pseudo-sequence HLA-B53:01. The binding affinity (normalized) is 0. (3) The peptide sequence is KINRSKTPY. The MHC is HLA-A26:01 with pseudo-sequence HLA-A26:01. The binding affinity (normalized) is 0.0847. (4) The peptide sequence is ATPYDINNML. The MHC is Mamu-A01 with pseudo-sequence Mamu-A01. The binding affinity (normalized) is 1.00. (5) The MHC is Patr-A0901 with pseudo-sequence YSAMYEESVASTDVDTLYIIYRYYTWAALAYTWY. The peptide sequence is YVADALAAF. The binding affinity (normalized) is 0.197. (6) The peptide sequence is KQWPLSKEKI. The MHC is Mamu-B03 with pseudo-sequence Mamu-B03. The binding affinity (normalized) is 0.161.